This data is from Ames mutagenicity test results for genotoxicity prediction. The task is: Regression/Classification. Given a drug SMILES string, predict its toxicity properties. Task type varies by dataset: regression for continuous values (e.g., LD50, hERG inhibition percentage) or binary classification for toxic/non-toxic outcomes (e.g., AMES mutagenicity, cardiotoxicity, hepatotoxicity). Dataset: ames. (1) The compound is CC1CCC2C(C)C3C(CC4C5CC=C6CC(O)CCC6(C)C5CCC43C)N2C1. The result is 0 (non-mutagenic). (2) The drug is COc1ccc(N=[N+]([O-])c2ccc(OC)cc2)cc1. The result is 1 (mutagenic). (3) The compound is CC(=O)Nc1ccc(S(=O)(=O)Nc2ccccn2)cc1. The result is 0 (non-mutagenic). (4) The drug is O=[N+]([O-])c1ccc2ccc3c4c(cc5ccc1c2c53)C=CC(O)C4O. The result is 1 (mutagenic). (5) The drug is CC(=O)OCc1c2ccccc2c2ccc3cccc4ccc1c2c43. The result is 1 (mutagenic). (6) The molecule is CC1c2ccccc2-c2ccccc21. The result is 1 (mutagenic). (7) The molecule is Nc1ccc(-c2ccc(N)c(Cl)c2)cc1Cl. The result is 1 (mutagenic). (8) The compound is Cc1ccccc1[C@H](OCCN(C)C)c1ccccc1. The result is 0 (non-mutagenic). (9) The molecule is Cc1ccc2[nH]c(N)nc2c1. The result is 1 (mutagenic). (10) The result is 1 (mutagenic). The molecule is CCN(CCCl)c1ccc(OCCCCCNc2c3ccccc3nc3ccccc23)cc1.